This data is from Reaction yield outcomes from USPTO patents with 853,638 reactions. The task is: Predict the reaction yield, written as a fraction of the theoretical maximum amount of product (1.0 means a 100% yield; for example, 0.34 means a 34% yield). (1) The reactants are [Br:1][C:2]1[S:3][CH:4]=[CH:5][C:6]=1[CH2:7][C:8]#[N:9].[Cl-].[Al+3].[Al+3].[Al+3].[Cl-].[Cl-].[Cl-].[Cl-].[Cl-].[Cl-].[Cl-].[Cl-].[O:22]1[CH:26]=[CH:25][CH:24]=[C:23]1[C:27](Cl)=[O:28].O. The catalyst is ClCCCl. The product is [Br:1][C:2]1[S:3][C:4]([C:27]([C:23]2[O:22][CH:26]=[CH:25][CH:24]=2)=[O:28])=[CH:5][C:6]=1[CH2:7][C:8]#[N:9]. The yield is 0.710. (2) The reactants are Cl.[F:2][C:3]1[CH:8]=[C:7]([F:9])[C:6]([F:10])=[CH:5][C:4]=1[C:11]1[CH:16]=[CH:15][C:14]([O:17][CH2:18][C:19]2[CH:20]=[C:21]([NH2:25])[CH:22]=[CH:23][CH:24]=2)=[CH:13][CH:12]=1.C(N(CC)CC)C.[F:33][C:34]([F:47])([F:46])[S:35](O[S:35]([C:34]([F:47])([F:46])[F:33])(=[O:37])=[O:36])(=[O:37])=[O:36].FC1C=C(F)C(F)=CC=1C1C=CC(OCC2C=C(NS(C)(=O)=O)C=CC=2)=CC=1. The catalyst is N1C=CC=CC=1. The product is [F:33][C:34]([F:47])([F:46])[S:35]([NH:25][C:21]1[CH:22]=[CH:23][CH:24]=[C:19]([CH2:18][O:17][C:14]2[CH:15]=[CH:16][C:11]([C:4]3[CH:5]=[C:6]([F:10])[C:7]([F:9])=[CH:8][C:3]=3[F:2])=[CH:12][CH:13]=2)[CH:20]=1)(=[O:37])=[O:36]. The yield is 0.180. (3) The reactants are Cl[C:2]1[N:13]=[C:12]([NH:14][CH:15]2[CH2:20][CH2:19][CH:18]([N:21]([CH3:23])[CH3:22])[CH2:17][CH2:16]2)[C:11]2[C:10]3[CH2:9][CH2:8][CH2:7][C:6]=3[S:5][C:4]=2[N:3]=1.CO.[NH3:26]. No catalyst specified. The product is [CH3:22][N:21]([CH3:23])[CH:18]1[CH2:19][CH2:20][CH:15]([NH:14][C:12]2[C:11]3[C:10]4[CH2:9][CH2:8][CH2:7][C:6]=4[S:5][C:4]=3[N:3]=[C:2]([NH2:26])[N:13]=2)[CH2:16][CH2:17]1. The yield is 0.170. (4) The reactants are CON(C)[C:4]([C@@H:6]1[O:11][CH2:10][CH2:9][N:8]([C:12]([O:14][C:15]([CH3:18])([CH3:17])[CH3:16])=[O:13])[CH2:7]1)=[O:5].[CH3:20][O:21][CH2:22][CH2:23][CH2:24][CH2:25][Mg]Cl. The catalyst is C1COCC1. The product is [CH3:20][O:21][CH2:22][CH2:23][CH2:24][CH2:25][C:4]([C@@H:6]1[O:11][CH2:10][CH2:9][N:8]([C:12]([O:14][C:15]([CH3:16])([CH3:17])[CH3:18])=[O:13])[CH2:7]1)=[O:5]. The yield is 0.930. (5) The reactants are [CH:1](NC(C)C)(C)C.[CH2:8]([C@H:10]1[C@@H:14]([OH:15])[CH2:13][C:12](=[O:16])[N:11]1[C:17]1[CH:24]=[CH:23][C:20]([C:21]#[N:22])=[C:19]([O:25][CH3:26])[CH:18]=1)[CH3:9].IC.[Cl-].[NH4+]. The catalyst is O1CCCC1. The product is [CH2:8]([C@H:10]1[C@@H:14]([OH:15])[C@H:13]([CH3:1])[C:12](=[O:16])[N:11]1[C:17]1[CH:24]=[CH:23][C:20]([C:21]#[N:22])=[C:19]([O:25][CH3:26])[CH:18]=1)[CH3:9]. The yield is 0.500.